Dataset: Reaction yield outcomes from USPTO patents with 853,638 reactions. Task: Predict the reaction yield, written as a fraction of the theoretical maximum amount of product (1.0 means a 100% yield; for example, 0.34 means a 34% yield). (1) The reactants are [Cl:1][C:2]1[C:3]([F:33])=[C:4]([CH:8]2[C:12]([C:15]3[CH:20]=[CH:19][C:18]([Cl:21])=[CH:17][C:16]=3[F:22])([C:13]#[N:14])[CH:11]([CH2:23][C:24]([CH:27]3[CH2:29][CH2:28]3)([CH3:26])[CH3:25])[NH:10][CH:9]2[C:30](O)=[O:31])[CH:5]=[CH:6][CH:7]=1.CC1(C)[O:39][C@@H:38]([CH2:40][CH2:41][NH2:42])[CH2:37][O:36]1.CN(C(ON1N=NC2C=CC=NC1=2)=[N+](C)C)C.F[P-](F)(F)(F)(F)F.CCN(C(C)C)C(C)C.Cl. The catalyst is C(Cl)Cl.O1CCCC1. The product is [OH:39][C@H:38]([CH2:37][OH:36])[CH2:40][CH2:41][NH:42][C:30]([CH:9]1[CH:8]([C:4]2[CH:5]=[CH:6][CH:7]=[C:2]([Cl:1])[C:3]=2[F:33])[C:12]([C:15]2[CH:20]=[CH:19][C:18]([Cl:21])=[CH:17][C:16]=2[F:22])([C:13]#[N:14])[CH:11]([CH2:23][C:24]([CH:27]2[CH2:28][CH2:29]2)([CH3:25])[CH3:26])[NH:10]1)=[O:31]. The yield is 0.700. (2) The reactants are C(N1C=C(C2N=CC=C3C(=O)C([C:21]4[CH:26]=[CH:25][C:24](C5(NC(=O)OC(C)(C)C)CCC5)=[CH:23][CH:22]=4)=C([C:21]4[CH:26]=[CH:25][CH:24]=[CH:23][CH:22]=4)OC=23)C=N1)C(C)C.Cl[C:46]1[N:47]=[CH:48][CH:49]=[C:50]2[C:55](=[O:56])[C:54]([C:57]3[CH:62]=[CH:61][C:60]([C:63]4([NH:67][C:68](=[O:74])[O:69][C:70]([CH3:73])([CH3:72])[CH3:71])[CH2:66][CH2:65][CH2:64]4)=[CH:59][CH:58]=3)=[C:53]([C:75]3[CH:80]=[CH:79][CH:78]=[CH:77][CH:76]=3)[O:52][C:51]=12.C1(B(O)O)C=CC=CC=1. The yield is 0.610. The product is [O:56]=[C:55]1[C:50]2[C:51](=[C:46]([C:21]3[CH:26]=[CH:25][CH:24]=[CH:23][CH:22]=3)[N:47]=[CH:48][CH:49]=2)[O:52][C:53]([C:75]2[CH:80]=[CH:79][CH:78]=[CH:77][CH:76]=2)=[C:54]1[C:57]1[CH:62]=[CH:61][C:60]([C:63]2([NH:67][C:68](=[O:74])[O:69][C:70]([CH3:73])([CH3:72])[CH3:71])[CH2:66][CH2:65][CH2:64]2)=[CH:59][CH:58]=1. No catalyst specified. (3) The reactants are [CH:1]1([C:4]2[NH:8][N:7]=[C:6]([NH:9][C:10]3[C:17]([F:18])=[CH:16][C:13]([C:14]#[N:15])=[C:12]([NH:19][C@H:20]([C:22]4[CH:27]=[CH:26][C:25]([F:28])=[CH:24][CH:23]=4)[CH3:21])[N:11]=3)[CH:5]=2)[CH2:3][CH2:2]1.Cl. The catalyst is [Pd].CO. The product is [NH2:15][CH2:14][C:13]1[C:12]([NH:19][C@H:20]([C:22]2[CH:23]=[CH:24][C:25]([F:28])=[CH:26][CH:27]=2)[CH3:21])=[N:11][C:10]([NH:9][C:6]2[CH:5]=[C:4]([CH:1]3[CH2:3][CH2:2]3)[NH:8][N:7]=2)=[C:17]([F:18])[CH:16]=1. The yield is 0.580. (4) The reactants are [OH:1][CH2:2][C:3]([NH:6][C:7](=[O:11])[CH2:8][CH2:9][CH3:10])([CH3:5])[CH3:4].[N+:12]([C:15]1[CH:22]=[CH:21][CH:20]=[C:19]([N+]([O-])=O)[C:16]=1[C:17]#[N:18])([O-:14])=[O:13]. The product is [C:17]([C:16]1[C:15]([N+:12]([O-:14])=[O:13])=[CH:22][CH:21]=[CH:20][C:19]=1[O:1][CH2:2][C:3]([NH:6][C:7](=[O:11])[CH2:8][CH2:9][CH3:10])([CH3:5])[CH3:4])#[N:18]. The yield is 0.720. No catalyst specified. (5) The reactants are [CH3:1][S:2](Cl)(=[O:4])=[O:3].[NH:6]1[CH2:9][CH:8]([CH2:10][O:11][C:12]2[CH:36]=[CH:35][C:34]([C:37]([F:40])([F:39])[F:38])=[CH:33][C:13]=2[C:14](/[N:16]=[C:17]2/[N:18]([CH2:27][C@H:28]3[CH2:32][CH2:31][CH2:30][O:29]3)[N:19]([CH3:26])[C:20]([C:22]([CH3:25])([CH3:24])[CH3:23])=[CH:21]/2)=[O:15])[CH2:7]1.C(N(CC)CC)C. The catalyst is C1COCC1. The product is [C:22]([C:20]1[N:19]([CH3:26])[N:18]([CH2:27][C@H:28]2[CH2:32][CH2:31][CH2:30][O:29]2)/[C:17](=[N:16]/[C:14](=[O:15])[C:13]2[CH:33]=[C:34]([C:37]([F:40])([F:39])[F:38])[CH:35]=[CH:36][C:12]=2[O:11][CH2:10][CH:8]2[CH2:9][N:6]([S:2]([CH3:1])(=[O:4])=[O:3])[CH2:7]2)/[CH:21]=1)([CH3:25])([CH3:23])[CH3:24]. The yield is 0.490.